Dataset: Forward reaction prediction with 1.9M reactions from USPTO patents (1976-2016). Task: Predict the product of the given reaction. Given the reactants [O:1]1[CH2:6][CH2:5][N:4]([C:7]2[CH:12]=[CH:11][C:10]([NH:13][CH:14]=[C:15]3[C:23]4[C:18](=[CH:19][CH:20]=[CH:21][CH:22]=4)[NH:17][C:16]3=[O:24])=[CH:9][CH:8]=2)[CH2:3][CH2:2]1.[CH2:25]=O.[NH:27]1[CH2:32][CH2:31][O:30][CH2:29][CH2:28]1, predict the reaction product. The product is: [N:27]1([CH2:25][N:17]2[C:18]3[C:23](=[CH:22][CH:21]=[CH:20][CH:19]=3)[C:15](=[CH:14][NH:13][C:10]3[CH:11]=[CH:12][C:7]([N:4]4[CH2:5][CH2:6][O:1][CH2:2][CH2:3]4)=[CH:8][CH:9]=3)[C:16]2=[O:24])[CH2:32][CH2:31][O:30][CH2:29][CH2:28]1.